From a dataset of Forward reaction prediction with 1.9M reactions from USPTO patents (1976-2016). Predict the product of the given reaction. Given the reactants Br[CH2:2][C:3]([NH:5][C:6]1[C:14]2[C:9](=[C:10]([C:16]3[C:17]([C@@H:28]([NH:38][C:39](=[O:55])[CH2:40][N:41]4[C:45]5[C:46]([F:51])([F:50])[C@@H:47]6[CH2:49][C@@H:48]6[C:44]=5[C:43]([CH:52]([F:54])[F:53])=[N:42]4)[CH2:29][C:30]4[CH:35]=[C:34]([F:36])[CH:33]=[C:32]([F:37])[CH:31]=4)=[N:18][C:19]([C:22]#[C:23][C:24]([OH:27])([CH3:26])[CH3:25])=[CH:20][CH:21]=3)[CH:11]=[CH:12][C:13]=2[Cl:15])[N:8]([CH3:56])[N:7]=1)=[O:4].[CH3:57][NH:58][CH3:59].C(O)(C(F)(F)F)=O, predict the reaction product. The product is: [Cl:15][C:13]1[CH:12]=[CH:11][C:10]([C:16]2[C:17]([C@@H:28]([NH:38][C:39](=[O:55])[CH2:40][N:41]3[C:45]4[C:46]([F:51])([F:50])[C@@H:47]5[CH2:49][C@@H:48]5[C:44]=4[C:43]([CH:52]([F:54])[F:53])=[N:42]3)[CH2:29][C:30]3[CH:35]=[C:34]([F:36])[CH:33]=[C:32]([F:37])[CH:31]=3)=[N:18][C:19]([C:22]#[C:23][C:24]([OH:27])([CH3:26])[CH3:25])=[CH:20][CH:21]=2)=[C:9]2[C:14]=1[C:6]([NH:5][C:3](=[O:4])[CH2:2][N:58]([CH3:59])[CH3:57])=[N:7][N:8]2[CH3:56].